From a dataset of Catalyst prediction with 721,799 reactions and 888 catalyst types from USPTO. Predict which catalyst facilitates the given reaction. (1) The catalyst class is: 5. Product: [OH:2][CH2:1][C:3]1[N:4]=[CH:5][C:6]([NH:9][C:10](=[O:27])[CH:11]([NH:15][C:16](=[O:26])[CH2:17][C:18]2[CH:19]=[C:20]([F:25])[CH:21]=[C:22]([F:24])[CH:23]=2)[CH2:12][CH2:13][CH3:14])=[N:7][CH:8]=1. Reactant: [CH:1]([C:3]1[N:4]=[CH:5][C:6]([NH:9][C:10](=[O:27])[CH:11]([NH:15][C:16](=[O:26])[CH2:17][C:18]2[CH:23]=[C:22]([F:24])[CH:21]=[C:20]([F:25])[CH:19]=2)[CH2:12][CH2:13][CH3:14])=[N:7][CH:8]=1)=[O:2].[BH4-].[Na+]. (2) Reactant: [CH2:1]([N:5]([CH2:37][CH2:38][CH2:39][CH3:40])[C:6]([C:8]1[C:12]([Cl:13])=[C:11]([CH3:14])[N:10]([C:15]2[CH:20]=[CH:19][C:18]([O:21]C)=[CH:17][C:16]=2[C:23]([N:25]2[C@H:34]([CH2:35][OH:36])[CH2:33][C:32]3[C:27](=[CH:28][CH:29]=[CH:30][CH:31]=3)[CH2:26]2)=[O:24])[N:9]=1)=[O:7])[CH2:2][CH2:3][CH3:4].[Cl-].[Al+3].[Cl-].[Cl-].C(S)C.ClCCl. Product: [CH2:37]([N:5]([CH2:1][CH2:2][CH2:3][CH3:4])[C:6]([C:8]1[C:12]([Cl:13])=[C:11]([CH3:14])[N:10]([C:15]2[CH:20]=[CH:19][C:18]([OH:21])=[CH:17][C:16]=2[C:23]([N:25]2[C@H:34]([CH2:35][OH:36])[CH2:33][C:32]3[C:27](=[CH:28][CH:29]=[CH:30][CH:31]=3)[CH2:26]2)=[O:24])[N:9]=1)=[O:7])[CH2:38][CH2:39][CH3:40]. The catalyst class is: 6. (3) Reactant: [CH3:1][O:2][C:3]1[C:7]2[C:8](=[O:25])[N:9]([CH2:16][C:17](=[O:24])[C:18]3[CH:23]=[CH:22][CH:21]=[CH:20][CH:19]=3)[C:10]3[CH:11]=[CH:12][CH:13]=[CH:14][C:15]=3[C:6]=2[N:5]([CH3:26])[C:4]=1[C:27]([NH:29][CH:30]1[CH2:35][CH2:34][N:33]([C:36]2[CH:41]=[CH:40][N:39]=[CH:38][CH:37]=2)[CH2:32][CH2:31]1)=[O:28].C(OC(=O)C)C.[ClH:48].C(OCC)(=O)C. The catalyst class is: 5. Product: [ClH:48].[CH3:1][O:2][C:3]1[C:7]2[C:8](=[O:25])[N:9]([CH2:16][C:17](=[O:24])[C:18]3[CH:19]=[CH:20][CH:21]=[CH:22][CH:23]=3)[C:10]3[CH:11]=[CH:12][CH:13]=[CH:14][C:15]=3[C:6]=2[N:5]([CH3:26])[C:4]=1[C:27]([NH:29][CH:30]1[CH2:31][CH2:32][N:33]([C:36]2[CH:37]=[CH:38][N:39]=[CH:40][CH:41]=2)[CH2:34][CH2:35]1)=[O:28]. (4) Reactant: CS(O[C@@H:6]1[C@@H:11]([CH3:12])[CH2:10][C@@H:9]([C:13]2[CH:18]=[CH:17][N:16]=[CH:15][C:14]=2[NH:19][C:20]([O:22][C:23]([CH3:26])([CH3:25])[CH3:24])=[O:21])[CH2:8][C@H:7]1[NH:27][C:28]([O:30][C:31]([CH3:34])([CH3:33])[CH3:32])=[O:29])(=O)=O.[C:35]([O-:38])(=[S:37])[CH3:36].[K+]. Product: [C:35](=[O:38])([S:37][C@H:6]1[C@@H:11]([CH3:12])[CH2:10][C@@H:9]([C:13]2[CH:18]=[CH:17][N:16]=[CH:15][C:14]=2[NH:19][C:20]([O:22][C:23]([CH3:24])([CH3:25])[CH3:26])=[O:21])[CH2:8][C@H:7]1[NH:27][C:28]([O:30][C:31]([CH3:32])([CH3:34])[CH3:33])=[O:29])[CH3:36]. The catalyst class is: 3. (5) Reactant: [Cl:1][C:2]1[CH:7]=[CH:6][C:5]([CH:8]=[C:9]2[CH2:11][CH2:10]2)=[CH:4][CH:3]=1.ClC1C=CC=C(C(OO)=[O:20])C=1. Product: [Cl:1][C:2]1[CH:3]=[CH:4][C:5]([CH:8]2[CH2:10][CH2:11][C:9]2=[O:20])=[CH:6][CH:7]=1. The catalyst class is: 2. (6) Reactant: Br[C:2]1[CH:3]=[N:4][CH:5]=[C:6]([C:8]#[C:9][C:10]2[CH:15]=[CH:14][CH:13]=[CH:12][CH:11]=2)[CH:7]=1.C(=O)([O-])[O-].[K+].[K+].[C:22]([O:26][C:27](=[O:29])[NH2:28])([CH3:25])([CH3:24])[CH3:23].CNCCNC. Product: [C:22]([O:26][C:27](=[O:29])[NH:28][C:2]1[CH:3]=[N:4][CH:5]=[C:6]([C:8]#[C:9][C:10]2[CH:15]=[CH:14][CH:13]=[CH:12][CH:11]=2)[CH:7]=1)([CH3:25])([CH3:24])[CH3:23]. The catalyst class is: 185.